Dataset: Reaction yield outcomes from USPTO patents with 853,638 reactions. Task: Predict the reaction yield, written as a fraction of the theoretical maximum amount of product (1.0 means a 100% yield; for example, 0.34 means a 34% yield). (1) The product is [Cl:25][C:26]1[CH:31]=[C:30]([Cl:32])[CH:29]=[CH:28][C:27]=1[C:2]1[CH:3]=[C:4]2[C@@H:13]3[CH2:14][N:15]([C:18]([O:20][C:21]([CH3:22])([CH3:23])[CH3:24])=[O:19])[CH2:16][CH2:17][C@@H:12]3[N:6]3[CH2:7][CH2:8][NH:9][C:10]([CH:11]=1)=[C:5]23. No catalyst specified. The yield is 0.600. The reactants are Br[C:2]1[CH:3]=[C:4]2[C@@H:13]3[CH2:14][N:15]([C:18]([O:20][C:21]([CH3:24])([CH3:23])[CH3:22])=[O:19])[CH2:16][CH2:17][C@@H:12]3[N:6]3[CH2:7][CH2:8][NH:9][C:10]([CH:11]=1)=[C:5]23.[Cl:25][C:26]1[CH:31]=[C:30]([Cl:32])[CH:29]=[CH:28][C:27]=1B(O)O. (2) The reactants are [CH3:1][O:2][C:3]1[CH:4]=[C:5]([CH:8]=[CH:9][C:10]=1[O:11][CH2:12][C:13]1[N:14]([CH3:24])[CH:15]=[C:16]([C:18]2[CH:23]=[CH:22][CH:21]=[CH:20][CH:19]=2)[N:17]=1)[CH:6]=[O:7].C(O)C.[BH4-].[Na+].O. The catalyst is O1CCCC1. The product is [CH3:1][O:2][C:3]1[CH:4]=[C:5]([CH2:6][OH:7])[CH:8]=[CH:9][C:10]=1[O:11][CH2:12][C:13]1[N:14]([CH3:24])[CH:15]=[C:16]([C:18]2[CH:19]=[CH:20][CH:21]=[CH:22][CH:23]=2)[N:17]=1. The yield is 0.850. (3) The reactants are Br[C:2]1[C:11]2[C:6](=[CH:7][CH:8]=[C:9]([OH:12])[CH:10]=2)[N:5]=[C:4]([C:13]2[CH:18]=[CH:17][C:16]([OH:19])=[C:15]([F:20])[CH:14]=2)[CH:3]=1.C([Sn](CCCC)(CCCC)[C:26]#[C:27][C:28]1[CH:33]=[CH:32][CH:31]=[CH:30][CH:29]=1)CCC. No catalyst specified. The product is [F:20][C:15]1[CH:14]=[C:13]([C:4]2[CH:3]=[C:2]([C:26]#[C:27][C:28]3[CH:33]=[CH:32][CH:31]=[CH:30][CH:29]=3)[C:11]3[C:6](=[CH:7][CH:8]=[C:9]([OH:12])[CH:10]=3)[N:5]=2)[CH:18]=[CH:17][C:16]=1[OH:19]. The yield is 0.920. (4) The reactants are S(O)(O)(=O)=O.[CH:6]1[C:22]2[CH2:21][C@H:20]3[N:23]([CH2:25][CH2:26][C@@:12]45[C@H:19]3[CH:18]=[CH:17][C@H:15]([OH:16])[C@@H:13]4[O:14][C:10]([C:11]=25)=[C:8]([OH:9])[CH:7]=1)[CH3:24].C([O-])([O-])=O.[K+].[K+].C(Cl)Cl.Cl. The catalyst is O. The product is [CH:6]1[C:22]2[CH2:21][C@H:20]3[N:23]([CH2:25][CH2:26][C@@:12]45[C@H:19]3[CH:18]=[CH:17][C@H:15]([OH:16])[C@@H:13]4[O:14][C:10]([C:11]=25)=[C:8]([OH:9])[CH:7]=1)[CH3:24]. The yield is 0.560. (5) The reactants are [CH3:1][O:2][CH2:3][CH2:4][NH:5][CH3:6].Cl[CH2:8][C:9]1[CH:39]=[CH:38][C:12]([C:13]([NH:15][C:16]2[S:17][C:18]3[C:24]([C:25]4[N:26]=[C:27]([N:30]5[CH2:35][CH2:34][O:33][CH2:32][CH2:31]5)[S:28][CH:29]=4)=[CH:23][CH:22]=[C:21]([O:36][CH3:37])[C:19]=3[N:20]=2)=[O:14])=[CH:11][CH:10]=1. The catalyst is C1COCC1. The product is [CH3:1][O:2][CH2:3][CH2:4][N:5]([CH2:8][C:9]1[CH:10]=[CH:11][C:12]([C:13]([NH:15][C:16]2[S:17][C:18]3[C:24]([C:25]4[N:26]=[C:27]([N:30]5[CH2:31][CH2:32][O:33][CH2:34][CH2:35]5)[S:28][CH:29]=4)=[CH:23][CH:22]=[C:21]([O:36][CH3:37])[C:19]=3[N:20]=2)=[O:14])=[CH:38][CH:39]=1)[CH3:6]. The yield is 0.790. (6) The reactants are [NH2:1][C:2]1[CH:7]=[C:6]([C:8]2[CH:13]=[CH:12][C:11]([Cl:14])=[C:10]([F:15])[C:9]=2[O:16][CH3:17])[N:5]=[C:4]([C:18]([O:20]C)=[O:19])[C:3]=1[Cl:22].O.[OH-].[Li+].CO.O. The catalyst is O1CCCC1. The product is [NH2:1][C:2]1[CH:7]=[C:6]([C:8]2[CH:13]=[CH:12][C:11]([Cl:14])=[C:10]([F:15])[C:9]=2[O:16][CH3:17])[N:5]=[C:4]([C:18]([OH:20])=[O:19])[C:3]=1[Cl:22]. The yield is 0.970. (7) The reactants are [NH2:1][C:2]1[C:3]([CH3:28])=[N:4][C:5]([O:9][CH2:10][C:11]([N:13]([CH:15]2[CH2:20][CH2:19][N:18]([CH2:21][C:22]3[CH:27]=[CH:26][CH:25]=[CH:24][CH:23]=3)[CH2:17][CH2:16]2)[CH3:14])=[O:12])=[N:6][C:7]=1[CH3:8].[N+:29]([O-:32])([OH:31])=[O:30]. The catalyst is CO. The product is [N+:29]([O-:32])([OH:31])=[O:30].[NH2:1][C:2]1[C:7]([CH3:8])=[N:6][C:5]([O:9][CH2:10][C:11]([N:13]([CH:15]2[CH2:20][CH2:19][N:18]([CH2:21][C:22]3[CH:23]=[CH:24][CH:25]=[CH:26][CH:27]=3)[CH2:17][CH2:16]2)[CH3:14])=[O:12])=[N:4][C:3]=1[CH3:28]. The yield is 0.540. (8) The reactants are [OH:1][C:2]1[CH:3]=[N:4][C:5]2[C:10]([CH:11]=1)=[CH:9][CH:8]=[CH:7][CH:6]=2.CN(C)C=O.[H-].[Na+].Br[CH2:20][C:21]1[C:22]([F:35])=[C:23]([NH:28][S:29]([CH2:32][CH2:33][CH3:34])(=[O:31])=[O:30])[CH:24]=[CH:25][C:26]=1[F:27]. The catalyst is C(O)(=O)C. The product is [F:35][C:22]1[C:21]([CH2:20][O:1][C:2]2[CH:3]=[N:4][C:5]3[C:10]([CH:11]=2)=[CH:9][CH:8]=[CH:7][CH:6]=3)=[C:26]([F:27])[CH:25]=[CH:24][C:23]=1[NH:28][S:29]([CH2:32][CH2:33][CH3:34])(=[O:31])=[O:30]. The yield is 0.0800. (9) The product is [O:44]=[S:40]1(=[O:43])[CH2:41][CH2:42][N:37]([C:34]2[CH:35]=[CH:36][C:31]([C:2]3[S:6][C:5]([CH:7]4[CH2:12][CH2:11][O:10][CH2:9][CH2:8]4)=[N:4][C:3]=3[C@@H:13]3[CH2:18][CH2:17][CH2:16][CH2:15][C@H:14]3[C:19]([O:21][CH3:22])=[O:20])=[CH:32][CH:33]=2)[CH2:38][CH2:39]1. The reactants are Br[C:2]1[S:6][C:5]([CH:7]2[CH2:12][CH2:11][O:10][CH2:9][CH2:8]2)=[N:4][C:3]=1[C@@H:13]1[CH2:18][CH2:17][CH2:16][CH2:15][C@H:14]1[C:19]([O:21][CH3:22])=[O:20].CC1(C)C(C)(C)OB([C:31]2[CH:36]=[CH:35][C:34]([N:37]3[CH2:42][CH2:41][S:40](=[O:44])(=[O:43])[CH2:39][CH2:38]3)=[CH:33][CH:32]=2)O1.C1C=C(S([O-])(=O)=O)C=C(P(C2C=CC=C(S([O-])(=O)=O)C=2)C2C=CC=C(S([O-])(=O)=O)C=2)C=1.[Na+].[Na+].[Na+].CCN(C(C)C)C(C)C. The yield is 0.522. The catalyst is CC([O-])=O.CC([O-])=O.[Pd+2].O.CN(C=O)C.